From a dataset of Full USPTO retrosynthesis dataset with 1.9M reactions from patents (1976-2016). Predict the reactants needed to synthesize the given product. (1) Given the product [CH3:1][C:2]1([CH3:11])[CH2:7][CH:6]([NH:20][CH2:12][CH2:13][CH2:14][CH2:15][CH2:16][CH2:17][CH2:18][CH3:19])[CH2:5][C:4]([CH3:10])([CH3:9])[NH:3]1, predict the reactants needed to synthesize it. The reactants are: [CH3:1][C:2]1([CH3:11])[CH2:7][C:6](=O)[CH2:5][C:4]([CH3:10])([CH3:9])[NH:3]1.[CH2:12]([NH2:20])[CH2:13][CH2:14][CH2:15][CH2:16][CH2:17][CH2:18][CH3:19]. (2) Given the product [C:1]([C:3]1[CH:4]=[CH:5][C:6]([CH2:7][NH:8][C:9](=[O:29])[CH:10]([C:14]2[C:15]([F:28])=[CH:16][C:17]([C:21]3[CH:26]=[CH:25][CH:24]=[CH:23][C:22]=3[O:27][CH2:34][CH2:35][N:36]([CH3:38])[CH3:37])=[CH:18][C:19]=2[F:20])[O:11][CH2:12][CH3:13])=[CH:30][CH:31]=1)#[N:2], predict the reactants needed to synthesize it. The reactants are: [C:1]([C:3]1[CH:31]=[CH:30][C:6]([CH2:7][NH:8][C:9](=[O:29])[CH:10]([C:14]2[C:19]([F:20])=[CH:18][C:17]([C:21]3[CH:26]=[CH:25][CH:24]=[CH:23][C:22]=3[OH:27])=[CH:16][C:15]=2[F:28])[O:11][CH2:12][CH3:13])=[CH:5][CH:4]=1)#[N:2].Cl.Cl[CH2:34][CH2:35][N:36]([CH3:38])[CH3:37].C(=O)([O-])[O-].[Cs+].[Cs+]. (3) Given the product [O:14]1[C:11]2[CH2:12][CH2:13][NH:8][CH2:9][C:10]=2[N:16]=[C:15]1[C:17]1[CH:22]=[CH:21][C:20]([OH:23])=[CH:19][CH:18]=1, predict the reactants needed to synthesize it. The reactants are: C([N:8]1[CH2:13][CH2:12][C:11]2[O:14][C:15]([C:17]3[CH:22]=[CH:21][C:20]([O:23]CC4C=CC=CC=4)=[CH:19][CH:18]=3)=[N:16][C:10]=2[CH2:9]1)C1C=CC=CC=1.C(OCC)(=O)C. (4) Given the product [F:27][C:12]1[C:11]([C:8]2[C:7]3[C:2]([NH2:1])=[N:3][CH:4]=[CH:5][C:6]=3[O:10][CH:9]=2)=[CH:19][CH:18]=[C:17]2[C:13]=1[CH2:14][CH2:15][NH:16]2, predict the reactants needed to synthesize it. The reactants are: [NH2:1][C:2]1[C:7]2[C:8]([C:11]3[C:12]([F:27])=[C:13]4[C:17](=[CH:18][CH:19]=3)[N:16](C(OC(C)(C)C)=O)[CH2:15][CH2:14]4)=[CH:9][O:10][C:6]=2[CH:5]=[CH:4][N:3]=1.Cl.O1CCOCC1. (5) The reactants are: [Cl:1][C:2]1[CH:3]=[C:4]2[C:9](=[CH:10][C:11]=1[F:12])[CH2:8][N:7](C(=O)C(F)(F)F)[CH2:6][CH2:5]2.C([O-])([O-])=O.[K+].[K+].Cl. Given the product [Cl:1][C:2]1[CH:3]=[C:4]2[C:9](=[CH:10][C:11]=1[F:12])[CH2:8][NH:7][CH2:6][CH2:5]2, predict the reactants needed to synthesize it. (6) Given the product [N:8]1([C:6]2[N:5]=[CH:4][N:3]=[C:2]([NH2:13])[CH:7]=2)[CH:12]=[CH:11][CH:10]=[N:9]1, predict the reactants needed to synthesize it. The reactants are: Cl[C:2]1[CH:7]=[C:6]([N:8]2[CH:12]=[CH:11][CH:10]=[N:9]2)[N:5]=[CH:4][N:3]=1.[NH3:13]. (7) Given the product [CH2:1]([O:8][C:9]([N:11]1[CH2:16][CH2:15][N:14]([C:17]2[O:18][C:19]3[CH:25]=[CH:24][CH:23]=[C:22]([S:37][C:36]4[C:30]5[C:31](=[CH:32][CH:27]=[CH:28][CH:29]=5)[CH:33]=[CH:34][CH:35]=4)[C:20]=3[N:21]=2)[CH2:13][CH2:12]1)=[O:10])[C:2]1[CH:7]=[CH:6][CH:5]=[CH:4][CH:3]=1, predict the reactants needed to synthesize it. The reactants are: [CH2:1]([O:8][C:9]([N:11]1[CH2:16][CH2:15][N:14]([C:17]2[O:18][C:19]3[CH:25]=[CH:24][CH:23]=[C:22](I)[C:20]=3[N:21]=2)[CH2:13][CH2:12]1)=[O:10])[C:2]1[CH:7]=[CH:6][CH:5]=[CH:4][CH:3]=1.[CH:27]1[CH:32]=[C:31]2[CH:33]=[CH:34][CH:35]=[C:36]([SH:37])[C:30]2=[CH:29][CH:28]=1.C(O)CO.C([O-])([O-])=O.[K+].[K+].